Dataset: Catalyst prediction with 721,799 reactions and 888 catalyst types from USPTO. Task: Predict which catalyst facilitates the given reaction. Reactant: C([O:4][C@@H:5]1[C@H:9]([O:10]C(=O)C)[C@@H:8]([CH2:14][O:15]C(=O)C)[O:7][C@H:6]1[N:19]1[CH:23]=[N:22][C:21]([C:24]([O:26][CH3:27])=[O:25])=[N:20]1)(=O)C.C[O-].[Na+]. The catalyst class is: 5. Product: [C@@H:6]1([N:19]2[CH:23]=[N:22][C:21]([C:24]([O:26][CH3:27])=[O:25])=[N:20]2)[O:7][C@H:8]([CH2:14][OH:15])[C@@H:9]([OH:10])[C@H:5]1[OH:4].